This data is from Aqueous solubility values for 9,982 compounds from the AqSolDB database. The task is: Regression/Classification. Given a drug SMILES string, predict its absorption, distribution, metabolism, or excretion properties. Task type varies by dataset: regression for continuous measurements (e.g., permeability, clearance, half-life) or binary classification for categorical outcomes (e.g., BBB penetration, CYP inhibition). For this dataset (solubility_aqsoldb), we predict Y. (1) The compound is Cc1cc(N)nc(C)n1. The Y is -1.28 log mol/L. (2) The Y is -3.60 log mol/L. The compound is c1ccc2[nH]c(-c3cscn3)nc2c1. (3) The drug is Cc1ccnc(C)c1. The Y is 0.447 log mol/L. (4) The molecule is Nc1cc(N)c(S(=O)(=O)[O-])cc1N=Nc1cc([N+](=O)[O-])ccc1O.[Na+]. The Y is -0.764 log mol/L. (5) The molecule is CCCc1nc(N)c(CC)c(CCC)n1. The Y is -2.51 log mol/L. (6) The drug is CO[Si](OC)(C(C)C)C(C)C. The Y is -6.25 log mol/L. (7) The compound is CC(=O)Oc1ccccc1C(=O)O. The Y is -1.72 log mol/L. (8) The molecule is CCOC(=O)Cc1ccc(-c2nc3ccccc3s2)cc1. The Y is -4.36 log mol/L.